Dataset: Reaction yield outcomes from USPTO patents with 853,638 reactions. Task: Predict the reaction yield, written as a fraction of the theoretical maximum amount of product (1.0 means a 100% yield; for example, 0.34 means a 34% yield). (1) The yield is 0.890. The reactants are Br[C:2]1[CH:11]=[C:10]([CH3:12])[C:9]([C:13]#[N:14])=[CH:8][C:3]=1[C:4]([O:6][CH3:7])=[O:5].[CH:15]1(B(O)O)[CH2:17][CH2:16]1.C(=O)([O-])[O-].[K+].[K+]. The product is [C:13]([C:9]1[C:10]([CH3:12])=[CH:11][C:2]([CH:15]2[CH2:17][CH2:16]2)=[C:3]([CH:8]=1)[C:4]([O:6][CH3:7])=[O:5])#[N:14]. The catalyst is C1(C)C=CC=CC=1.O.C1C=CC(P(C2C=CC=CC=2)[C-]2C=CC=C2)=CC=1.C1C=CC(P(C2C=CC=CC=2)[C-]2C=CC=C2)=CC=1.Cl[Pd]Cl.[Fe+2].CC([O-])=O.CC([O-])=O.[Pd+2]. (2) The catalyst is [O-]S([O-])(=O)=O.[Cu+2].CO. The yield is 0.763. The product is [N+:1]([C:4]1[N:5]([CH2:9][C:10]2[N:14]=[N:13][N:12]([CH2:15][CH2:16][OH:18])[CH:11]=2)[CH:6]=[CH:7][N:8]=1)([O-:3])=[O:2]. The reactants are [N+:1]([C:4]1[N:5]([CH2:9][C:10]#[CH:11])[CH:6]=[CH:7][N:8]=1)([O-:3])=[O:2].[N:12]([CH:15](O)[CH3:16])=[N+:13]=[N-:14].[O:18]=C1O[C@H]([C@H](CO)O)C([O-])=C1O.[Na+]. (3) The reactants are [F:1][C:2]([F:32])([F:31])[C:3]1[CH:4]=[C:5](/[CH:9]=[CH:10]/[C:11]2[S:12][C:13]3[C:19]([C:20]4[CH:21]=[C:22]([CH:28]=[CH:29][CH:30]=4)[C:23]([O:25][CH2:26][CH3:27])=[O:24])=[CH:18][CH:17]=[CH:16][C:14]=3[CH:15]=2)[CH:6]=[CH:7][CH:8]=1.[H][H]. The catalyst is [C].[Pd].C1COCC1. The product is [F:31][C:2]([F:1])([F:32])[C:3]1[CH:4]=[C:5]([CH2:9][CH2:10][C:11]2[S:12][C:13]3[C:19]([C:20]4[CH:21]=[C:22]([CH:28]=[CH:29][CH:30]=4)[C:23]([O:25][CH2:26][CH3:27])=[O:24])=[CH:18][CH:17]=[CH:16][C:14]=3[CH:15]=2)[CH:6]=[CH:7][CH:8]=1. The yield is 0.980. (4) The reactants are [Br:1][C:2]1[CH:3]=[CH:4][C:5]([OH:17])=[C:6]([C:8](=[O:16])[CH2:9][C:10]2[CH:15]=[CH:14][CH:13]=[CH:12][CH:11]=2)[CH:7]=1.[C:18](OC(=O)CC)(=O)[CH2:19][CH3:20].Cl. The catalyst is C(N(CC)CC)C. The product is [Br:1][C:2]1[CH:7]=[C:6]2[C:5](=[CH:4][CH:3]=1)[O:17][C:18]([CH2:19][CH3:20])=[C:9]([C:10]1[CH:15]=[CH:14][CH:13]=[CH:12][CH:11]=1)[C:8]2=[O:16]. The yield is 0.310. (5) The reactants are Br[C:2]1[CH:7]=[CH:6][C:5](Br)=[CH:4][CH:3]=1.[CH3:9][Si:10]([C:13]#[CH:14])([CH3:12])[CH3:11]. The catalyst is C1C=CC([P]([Pd]([P](C2C=CC=CC=2)(C2C=CC=CC=2)C2C=CC=CC=2)([P](C2C=CC=CC=2)(C2C=CC=CC=2)C2C=CC=CC=2)[P](C2C=CC=CC=2)(C2C=CC=CC=2)C2C=CC=CC=2)(C2C=CC=CC=2)C2C=CC=CC=2)=CC=1.[Cu]I.C1COCC1. The product is [CH3:9][Si:10]([C:13]#[C:14][C:2]1[CH:7]=[CH:6][C:5]([C:14]#[C:13][Si:10]([CH3:12])([CH3:11])[CH3:9])=[CH:4][CH:3]=1)([CH3:12])[CH3:11]. The yield is 0.900. (6) The reactants are [C:1]([C:9]([C:24]([OH:26])=[O:25])([OH:23])[C:10]([C:15](=[O:22])[C:16]1[CH:21]=[CH:20][CH:19]=[CH:18][CH:17]=1)([OH:14])[C:11]([OH:13])=[O:12])(=[O:8])[C:2]1[CH:7]=[CH:6][CH:5]=[CH:4][CH:3]=1.[C:27]1([C@:33]23[NH:40][C@H:37]([CH2:38][CH2:39]2)[CH2:36][CH2:35][C@H:34]3[OH:41])[CH:32]=[CH:31][CH:30]=[CH:29][CH:28]=1.C(O)(C)C. The catalyst is C(OCC)(=O)C. The product is [C:15]([C:10]([C:11]([OH:13])=[O:12])([OH:14])[C:9]([C:1](=[O:8])[C:2]1[CH:7]=[CH:6][CH:5]=[CH:4][CH:3]=1)([OH:23])[C:24]([OH:26])=[O:25])(=[O:22])[C:16]1[CH:21]=[CH:20][CH:19]=[CH:18][CH:17]=1.[C:27]1([C@@:33]23[NH:40][C@@H:37]([CH2:38][CH2:39]2)[CH2:36][CH2:35][C@@H:34]3[OH:41])[CH:28]=[CH:29][CH:30]=[CH:31][CH:32]=1. The yield is 0.460. (7) The reactants are [CH2:1]([C:3]([F:31])([CH2:29][CH3:30])[CH2:4][N:5]1[CH2:10][CH2:9][CH:8]([CH2:11][O:12][C:13]2[N:18]=[CH:17][C:16]([C:19]3[CH:27]=[CH:26][C:22]([C:23]([OH:25])=O)=[C:21]([F:28])[CH:20]=3)=[CH:15][CH:14]=2)[CH2:7][CH2:6]1)[CH3:2].C(Cl)CCl.C1C=CC2N(O)N=NC=2C=1.CCN(C(C)C)C(C)C.[NH:55]1[CH2:60][CH2:59][CH2:58][C@@H:57]([OH:61])[CH2:56]1. The catalyst is CN(C=O)C.O. The product is [CH2:1]([C:3]([F:31])([CH2:29][CH3:30])[CH2:4][N:5]1[CH2:6][CH2:7][CH:8]([CH2:11][O:12][C:13]2[N:18]=[CH:17][C:16]([C:19]3[CH:27]=[CH:26][C:22]([C:23]([N:55]4[CH2:60][CH2:59][CH2:58][C@@H:57]([OH:61])[CH2:56]4)=[O:25])=[C:21]([F:28])[CH:20]=3)=[CH:15][CH:14]=2)[CH2:9][CH2:10]1)[CH3:2]. The yield is 0.400.